This data is from Full USPTO retrosynthesis dataset with 1.9M reactions from patents (1976-2016). The task is: Predict the reactants needed to synthesize the given product. Given the product [CH2:1]([O:3][C:4](=[O:27])[CH2:5][C:6]1[CH:11]=[CH:10][C:9]([O:12][CH3:13])=[C:8]([O:14][C:15]2[CH:20]=[CH:19][C:18]([C:32]3[CH:31]=[N:30][N:29]([CH3:28])[CH:33]=3)=[CH:17][C:16]=2[CH2:22][S:23][CH:24]([CH3:26])[CH3:25])[CH:7]=1)[CH3:2], predict the reactants needed to synthesize it. The reactants are: [CH2:1]([O:3][C:4](=[O:27])[CH2:5][C:6]1[CH:11]=[CH:10][C:9]([O:12][CH3:13])=[C:8]([O:14][C:15]2[CH:20]=[CH:19][C:18](Br)=[CH:17][C:16]=2[CH2:22][S:23][CH:24]([CH3:26])[CH3:25])[CH:7]=1)[CH3:2].[CH3:28][N:29]1[CH:33]=[C:32](B2OC(C)(C)C(C)(C)O2)[CH:31]=[N:30]1.